From a dataset of Reaction yield outcomes from USPTO patents with 853,638 reactions. Predict the reaction yield, written as a fraction of the theoretical maximum amount of product (1.0 means a 100% yield; for example, 0.34 means a 34% yield). (1) The reactants are Br[C:2]1(Br)[C:10]2[CH:9]=[N:8][C:7]([Cl:11])=[N:6][C:5]=2[NH:4][C:3]1=[O:12]. The catalyst is CC(O)=O.CO.[Zn]. The product is [Cl:11][C:7]1[N:8]=[CH:9][C:10]2[CH2:2][C:3](=[O:12])[NH:4][C:5]=2[N:6]=1. The yield is 0.360. (2) The reactants are [CH2:1]([N:3]1[C:7]([C:8]([OH:10])=O)=[CH:6][C:5]([CH3:11])=[N:4]1)[CH3:2].O1CCCC1.C(Cl)(=O)C(Cl)=O.[NH2:23][C:24]1[CH:25]=[C:26]([CH:43]=[CH:44][C:45]=1[CH3:46])[O:27][C:28]1[CH:29]=[CH:30][C:31]2[N:32]([CH:34]=[C:35]([NH:37][C:38]([CH:40]3[CH2:42][CH2:41]3)=[O:39])[N:36]=2)[N:33]=1. The catalyst is CN(C)C=O.CN(C)C(=O)C. The product is [CH:40]1([C:38]([NH:37][C:35]2[N:36]=[C:31]3[CH:30]=[CH:29][C:28]([O:27][C:26]4[CH:43]=[CH:44][C:45]([CH3:46])=[C:24]([NH:23][C:8]([C:7]5[N:3]([CH2:1][CH3:2])[N:4]=[C:5]([CH3:11])[CH:6]=5)=[O:10])[CH:25]=4)=[N:33][N:32]3[CH:34]=2)=[O:39])[CH2:41][CH2:42]1. The yield is 0.750.